From a dataset of Forward reaction prediction with 1.9M reactions from USPTO patents (1976-2016). Predict the product of the given reaction. (1) Given the reactants [NH2:1][C:2]1[C:7]([C:8]([C:10]2[CH:15]=[C:14]([F:16])[CH:13]=[CH:12][C:11]=2[O:17][CH3:18])=[O:9])=[CH:6][N:5]=[C:4](S(CC)=O)[N:3]=1.NC1C(C(C2C=C(F)C=CC=2OC)=O)=CN=C(S(CC)(=O)=O)N=1.[NH2:46][CH:47]1[CH2:52][CH2:51][N:50]([C:53]([O:55][C:56]([CH3:59])([CH3:58])[CH3:57])=[O:54])[CH2:49][CH2:48]1, predict the reaction product. The product is: [C:56]([O:55][C:53]([N:50]1[CH2:51][CH2:52][CH:47]([NH:46][C:4]2[N:3]=[C:2]([NH2:1])[C:7]([C:8](=[O:9])[C:10]3[CH:15]=[C:14]([F:16])[CH:13]=[CH:12][C:11]=3[O:17][CH3:18])=[CH:6][N:5]=2)[CH2:48][CH2:49]1)=[O:54])([CH3:59])([CH3:57])[CH3:58]. (2) Given the reactants [N:1]1[C:10]2[C:5](=[CH:6][C:7]([CH:11]=O)=[CH:8][CH:9]=2)[N:4]=[CH:3][CH:2]=1.C1(OP([CH:29](NC2C=CC=CC=2)[C:30]2[CH:35]=[CH:34][N:33]=[C:32]([C:36]([F:39])([F:38])[F:37])[N:31]=2)(=O)OC2C=CC=CC=2)C=CC=CC=1.C([O-])([O-])=[O:48].[Cs+].[Cs+].Cl, predict the reaction product. The product is: [N:1]1[C:10]2[C:5](=[CH:6][C:7]([CH2:11][C:29]([C:30]3[CH:35]=[CH:34][N:33]=[C:32]([C:36]([F:39])([F:38])[F:37])[N:31]=3)=[O:48])=[CH:8][CH:9]=2)[N:4]=[CH:3][CH:2]=1. (3) Given the reactants C(O[C:6]([N:8]1[CH2:15][C:14](=[CH2:16])[CH2:13][C@H:9]1[C:10]([OH:12])=O)=[O:7])(C)(C)C.[O:17]=[C:18]1[C:23](C(Cl)=O)=[CH:22][CH:21]=[C:20]([CH2:27][CH2:28][CH2:29][CH2:30][CH3:31])[O:19]1.[CH2:32]([N:34]1[C:46]2[CH:45]=[CH:44][C:43]([NH2:47])=[CH:42][C:41]=2[C:40]2[C:35]1=[CH:36][CH:37]=[CH:38][CH:39]=2)[CH3:33], predict the reaction product. The product is: [CH2:32]([N:34]1[C:46]2[CH:45]=[CH:44][C:43]([NH:47][C:10]([C@@H:9]3[CH2:13][C:14](=[CH2:16])[CH2:15][N:8]3[C:6]([C:23]3[C:18](=[O:17])[O:19][C:20]([CH2:27][CH2:28][CH2:29][CH2:30][CH3:31])=[CH:21][CH:22]=3)=[O:7])=[O:12])=[CH:42][C:41]=2[C:40]2[C:35]1=[CH:36][CH:37]=[CH:38][CH:39]=2)[CH3:33]. (4) Given the reactants [CH:1]1([CH2:4][O:5][NH:6][C:7]([C:9]2[C:22]([NH:23][C:24]3[CH:29]=[CH:28][C:27]([Br:30])=[CH:26][C:25]=3[CH3:31])=[C:21]([F:32])[C:12]3[N:13]=[CH:14][N:15]([CH2:16][CH2:17]CC=C)[C:11]=3[CH:10]=2)=[O:8])[CH2:3][CH2:2]1.O.C[N+]1([O-])CC[O:38]CC1.[CH3:42][C:43]([OH:46])(C)[CH3:44], predict the reaction product. The product is: [CH:1]1([CH2:4][O:5][NH:6][C:7]([C:9]2[C:22]([NH:23][C:24]3[CH:29]=[CH:28][C:27]([Br:30])=[CH:26][C:25]=3[CH3:31])=[C:21]([F:32])[C:12]3[N:13]=[CH:14][N:15]([CH2:16][CH2:17][CH2:42][CH:43]([OH:46])[CH2:44][OH:38])[C:11]=3[CH:10]=2)=[O:8])[CH2:3][CH2:2]1.